Dataset: Forward reaction prediction with 1.9M reactions from USPTO patents (1976-2016). Task: Predict the product of the given reaction. (1) Given the reactants [CH3:1][C:2]1[CH:3]=[C:4]([C:9]2[N:10]=[C:11]([NH2:20])[S:12][C:13]=2[C:14]2[CH:19]=[CH:18][N:17]=[CH:16][CH:15]=2)[CH:5]=[C:6]([CH3:8])[CH:7]=1.[C:21](Cl)(=[O:23])[CH3:22].C(=O)([O-])O.[Na+], predict the reaction product. The product is: [CH3:1][C:2]1[CH:3]=[C:4]([C:9]2[N:10]=[C:11]([NH:20][C:21](=[O:23])[CH3:22])[S:12][C:13]=2[C:14]2[CH:19]=[CH:18][N:17]=[CH:16][CH:15]=2)[CH:5]=[C:6]([CH3:8])[CH:7]=1. (2) Given the reactants [CH3:1][N:2]([CH3:18])[S:3]([NH:6][C:7](=[O:17])[C:8]1[CH:13]=[C:12]([F:14])[C:11]([CH3:15])=[CH:10][C:9]=1[F:16])(=[O:5])=[O:4].[Br:19]N1C(=O)CCC1=O, predict the reaction product. The product is: [Br:19][CH2:15][C:11]1[C:12]([F:14])=[CH:13][C:8]([C:7]([NH:6][S:3]([N:2]([CH3:1])[CH3:18])(=[O:5])=[O:4])=[O:17])=[C:9]([F:16])[CH:10]=1. (3) Given the reactants [OH:1][NH:2][C:3]([C:5]1[CH:31]=[CH:30][C:8]([CH2:9][N:10]([CH2:22][C:23]([O:25][C:26]([CH3:29])([CH3:28])[CH3:27])=[O:24])[C:11](=[O:21])[C:12]2[CH:17]=[CH:16][C:15]([N+:18]([O-:20])=[O:19])=[CH:14][CH:13]=2)=[CH:7][CH:6]=1)=[NH:4].CCN(C(C)C)C(C)C.[CH3:41][C:42]1[CH:47]=[CH:46][C:45]([C:48]2[CH:53]=[CH:52][C:51]([C:54](Cl)=O)=[CH:50][CH:49]=2)=[CH:44][CH:43]=1, predict the reaction product. The product is: [CH3:41][C:42]1[CH:47]=[CH:46][C:45]([C:48]2[CH:53]=[CH:52][C:51]([C:54]3[O:1][N:2]=[C:3]([C:5]4[CH:6]=[CH:7][C:8]([CH2:9][N:10]([CH2:22][C:23]([O:25][C:26]([CH3:27])([CH3:28])[CH3:29])=[O:24])[C:11](=[O:21])[C:12]5[CH:13]=[CH:14][C:15]([N+:18]([O-:20])=[O:19])=[CH:16][CH:17]=5)=[CH:30][CH:31]=4)[N:4]=3)=[CH:50][CH:49]=2)=[CH:44][CH:43]=1. (4) Given the reactants [F:1][C:2]1[CH:22]=[CH:21][C:5]([CH2:6][N:7]2[CH:16]=[CH:15][C:14]3[C:9](=[CH:10][CH:11]=[C:12]4[NH:19][CH:18]=[CH:17][C:13]4=3)[C:8]2=[O:20])=[CH:4][CH:3]=1.[H-].[Na+].CC1C=CC(S(O[CH2:36][C@@H:37]2[CH2:41][CH2:40][CH2:39][N:38]2[C:42]([O:44][C:45]([CH3:48])([CH3:47])[CH3:46])=[O:43])(=O)=O)=CC=1.Cl, predict the reaction product. The product is: [F:1][C:2]1[CH:3]=[CH:4][C:5]([CH2:6][N:7]2[CH:16]=[CH:15][C:14]3[C:9](=[CH:10][CH:11]=[C:12]4[N:19]([CH2:36][C@@H:37]5[CH2:41][CH2:40][CH2:39][N:38]5[C:42]([O:44][C:45]([CH3:46])([CH3:48])[CH3:47])=[O:43])[CH:18]=[CH:17][C:13]4=3)[C:8]2=[O:20])=[CH:21][CH:22]=1. (5) Given the reactants C([O:3][C:4]([C:6]1[S:10][C:9]([NH:11][C:12]([O:14][C:15]([CH3:18])([CH3:17])[CH3:16])=[O:13])=[N:8][C:7]=1[C:19]([F:22])([F:21])[F:20])=[O:5])C.[OH-].[K+].O.Cl, predict the reaction product. The product is: [C:15]([O:14][C:12]([NH:11][C:9]1[S:10][C:6]([C:4]([OH:5])=[O:3])=[C:7]([C:19]([F:21])([F:22])[F:20])[N:8]=1)=[O:13])([CH3:18])([CH3:16])[CH3:17]. (6) Given the reactants [Cl:1][C:2]1[CH:3]=[C:4]([CH:8]=[C:9]([Cl:11])[CH:10]=1)[C:5](O)=[O:6].[BH4-].[Na+], predict the reaction product. The product is: [Cl:1][C:2]1[CH:3]=[C:4]([CH:8]=[C:9]([Cl:11])[CH:10]=1)[CH2:5][OH:6]. (7) Given the reactants [OH:1][C:2]1[C:3]([CH3:22])=[C:4]2[C:9](=[C:10]([CH3:13])[C:11]=1[CH3:12])[O:8][C:7]([CH3:21])([C:14]([NH:16][CH2:17][CH:18]([OH:20])[CH3:19])=[O:15])[CH2:6][CH2:5]2.[O:23]=[N+]([O-])[O-].[O-][N+](=O)[O-].[O-][N+](=O)[O-].[O-][N+](=O)[O-].[O-][N+](=O)[O-].[O-][N+](=O)[O-].[Ce+4].[NH4+].[NH4+], predict the reaction product. The product is: [OH:23][C:7]([CH3:21])([CH2:6][CH2:5][C:4]1[C:9](=[O:8])[C:10]([CH3:13])=[C:11]([CH3:12])[C:2](=[O:1])[C:3]=1[CH3:22])[C:14]([NH:16][CH2:17][CH:18]([OH:20])[CH3:19])=[O:15]. (8) Given the reactants CS(O[CH2:6][CH2:7][O:8][C:9]1[C:17]2[C:12](=[N:13][CH:14]=[N:15][C:16]=2[NH:18][C:19]2[CH:24]=[CH:23][C:22]([O:25][CH2:26][C:27]3[CH:32]=[CH:31][CH:30]=[C:29]([F:33])[CH:28]=3)=[C:21]([CH3:34])[CH:20]=2)[NH:11][N:10]=1)(=O)=O.[NH:35]1[CH2:39][CH2:38][CH2:37][C@@H:36]1[CH2:40][OH:41], predict the reaction product. The product is: [F:33][C:29]1[CH:28]=[C:27]([CH:32]=[CH:31][CH:30]=1)[CH2:26][O:25][C:22]1[CH:23]=[CH:24][C:19]([NH:18][C:16]2[N:15]=[CH:14][N:13]=[C:12]3[NH:11][N:10]=[C:9]([O:8][CH2:7][CH2:6][N:35]4[CH2:39][CH2:38][CH2:37][C@@H:36]4[CH2:40][OH:41])[C:17]=23)=[CH:20][C:21]=1[CH3:34]. (9) The product is: [NH2:9][CH2:8][C:5]1[CH:6]=[CH:7][C:2]([Br:1])=[N:3][CH:4]=1. Given the reactants [Br:1][C:2]1[CH:7]=[CH:6][C:5]([CH:8]=[N:9]O)=[CH:4][N:3]=1.[BH4-].[Na+], predict the reaction product.